Dataset: Forward reaction prediction with 1.9M reactions from USPTO patents (1976-2016). Task: Predict the product of the given reaction. (1) Given the reactants O1CCCCC1O[CH2:8][C:9]1[CH:14]=[CH:13][N:12]=[C:11]([N:15]2[CH2:20][CH2:19][N:18]([C:21]([O:23][CH2:24][C:25]3[CH:30]=[CH:29][CH:28]=[CH:27][CH:26]=3)=[O:22])[CH2:17][CH2:16]2)[CH:10]=1.S(Cl)([Cl:33])=O.O.C([O-])(O)=O.[Na+], predict the reaction product. The product is: [Cl:33][CH2:8][C:9]1[CH:14]=[CH:13][N:12]=[C:11]([N:15]2[CH2:20][CH2:19][N:18]([C:21]([O:23][CH2:24][C:25]3[CH:30]=[CH:29][CH:28]=[CH:27][CH:26]=3)=[O:22])[CH2:17][CH2:16]2)[CH:10]=1. (2) Given the reactants [F:1][C:2]1[CH:3]=[N:4][C:5]([NH:8][CH2:9][CH:10]2[CH2:15][CH2:14][NH:13][CH2:12][CH2:11]2)=[N:6][CH:7]=1.[C:16]1([C@@H:22]2[CH2:24][C@H:23]2[C:25](O)=[O:26])[CH:21]=[CH:20][CH:19]=[CH:18][CH:17]=1.C(Cl)CCl.C1C=CC2N(O)N=NC=2C=1, predict the reaction product. The product is: [F:1][C:2]1[CH:3]=[N:4][C:5]([NH:8][CH2:9][CH:10]2[CH2:15][CH2:14][N:13]([C:25]([C@@H:23]3[CH2:24][C@H:22]3[C:16]3[CH:21]=[CH:20][CH:19]=[CH:18][CH:17]=3)=[O:26])[CH2:12][CH2:11]2)=[N:6][CH:7]=1. (3) Given the reactants [CH2:1]([Li])CCC.C(NC(C)C)(C)C.[CH2:13]([C:15]1[CH:23]=[CH:22][C:18]([C:19]([OH:21])=[O:20])=[CH:17][CH:16]=1)[CH3:14].[Br:24][C:25]1[CH:30]=[CH:29][C:28]([O:31][CH3:32])=[CH:27][C:26]=1[CH2:33]Br, predict the reaction product. The product is: [Br:24][C:25]1[CH:30]=[CH:29][C:28]([O:31][CH3:32])=[CH:27][C:26]=1[CH2:33][CH:13]([C:15]1[CH:23]=[CH:22][C:18]([C:19]([O:21][CH3:1])=[O:20])=[CH:17][CH:16]=1)[CH3:14]. (4) Given the reactants Br[C:2]1[CH:25]=[CH:24][C:5]2[C:6]([NH:15][C@@H:16]([C:20]([F:23])([F:22])[F:21])[CH:17]([CH3:19])[CH3:18])=[N:7][C:8]3[CH:9]=[CH:10][NH:11][C:12](=[O:14])[C:13]=3[C:4]=2[CH:3]=1.C(=O)([O-])[O-].[Cs+].[Cs+].[N:32]1([CH2:38][C:39]([NH2:41])=[O:40])[CH2:37][CH2:36][O:35][CH2:34][CH2:33]1.CC1(C)C2C(=C(P(C3C=CC=CC=3)C3C=CC=CC=3)C=CC=2)OC2C(P(C3C=CC=CC=3)C3C=CC=CC=3)=CC=CC1=2, predict the reaction product. The product is: [CH3:18][CH:17]([CH3:19])[C@@H:16]([NH:15][C:6]1[C:5]2[CH:24]=[CH:25][C:2]([NH:41][C:39](=[O:40])[CH2:38][N:32]3[CH2:37][CH2:36][O:35][CH2:34][CH2:33]3)=[CH:3][C:4]=2[C:13]2[C:12](=[O:14])[NH:11][CH:10]=[CH:9][C:8]=2[N:7]=1)[C:20]([F:22])([F:21])[F:23].